Dataset: Forward reaction prediction with 1.9M reactions from USPTO patents (1976-2016). Task: Predict the product of the given reaction. (1) Given the reactants [CH3:1][O:2][C:3]1[CH:4]=[C:5]2[C:10](=[CH:11][CH:12]=1)[N:9]=[CH:8][CH:7]=[C:6]2[CH:13]1[CH2:15][O:14]1.[C:16]([O-:19])([O-])=[O:17].[K+].[K+].[OH2:22].[NH4+:23].[OH-].[CH3:25][C:26](=O)[O:27][CH2:28][CH3:29], predict the reaction product. The product is: [O:27]1[C:26]2[CH:25]=[CH:4][C:3]([N:23]3[CH2:13][C:6]4([CH2:7][CH2:8][N:9]([CH2:15][CH:13]([OH:14])[C:6]5[C:5]6[C:10](=[CH:11][CH:12]=[C:3]([O:2][CH3:1])[CH:4]=6)[N:9]=[CH:8][CH:7]=5)[CH2:10][CH2:5]4)[O:19][C:16]3=[O:17])=[CH:12][C:11]=2[O:22][CH2:29][CH2:28]1. (2) Given the reactants [CH2:1]([O:8][C:9]([NH:11][C@@H:12]([CH2:20][NH2:21])[C:13]([O:15][C:16]([CH3:19])([CH3:18])[CH3:17])=[O:14])=[O:10])[C:2]1[CH:7]=[CH:6][CH:5]=[CH:4][CH:3]=1.ON1C2C=[CH:29][CH:30]=[CH:31][C:26]=2N=N1.[CH3:32][N:33]1[CH2:38][CH2:37]O[CH2:35][CH2:34]1.Cl.[CH2:40]([N:42]=[C:43]=[N:44][CH2:45][CH2:46][CH2:47][N:48](C)C)[CH3:41].[C:51](=O)([O-])[OH:52].[Na+], predict the reaction product. The product is: [CH2:1]([O:8][C:9]([NH:11][C@@H:12]([CH2:20][NH:21][C:51](=[O:52])[C:31]1[CH:30]=[CH:29][CH:37]=[C:38]([N:33]2[CH2:32][CH2:41][CH:40]([NH:42][C:43]3[N:44]=[CH:45][CH:46]=[CH:47][N:48]=3)[CH2:35][CH2:34]2)[CH:26]=1)[C:13]([O:15][C:16]([CH3:17])([CH3:18])[CH3:19])=[O:14])=[O:10])[C:2]1[CH:3]=[CH:4][CH:5]=[CH:6][CH:7]=1. (3) Given the reactants ClC1C=C(N(C)CC(O)=O)C=CC=1Cl.[Br:15][C:16]1[C:17]([Br:31])=[CH:18][C:19]2[O:24][CH2:23][C:22](=[O:25])[N:21]([CH2:26][C:27]([OH:29])=O)[C:20]=2[CH:30]=1.C1(C2C=CC=CC=2)C=CC(C(NC)CN2CCCC2)=CC=1.[C:53]1([C:69]2[CH:74]=[CH:73][CH:72]=[CH:71][CH:70]=2)[CH:58]=[CH:57][C:56]([CH:59]([NH:67][CH3:68])[CH2:60][N:61]2[CH2:66][CH2:65][O:64][CH2:63][CH2:62]2)=[CH:55][CH:54]=1, predict the reaction product. The product is: [C:53]1([C:69]2[CH:74]=[CH:73][CH:72]=[CH:71][CH:70]=2)[CH:54]=[CH:55][C:56]([CH:59]([N:67]([CH3:68])[C:27](=[O:29])[CH2:26][N:21]2[C:20]3[CH:30]=[C:16]([Br:15])[C:17]([Br:31])=[CH:18][C:19]=3[O:24][CH2:23][C:22]2=[O:25])[CH2:60][N:61]2[CH2:62][CH2:63][O:64][CH2:65][CH2:66]2)=[CH:57][CH:58]=1. (4) Given the reactants Cl[CH2:2][CH2:3][CH2:4][S:5]([N:8]1[CH2:13][CH2:12][CH:11]([C:14]2[C:22]3[C:17](=[C:18]([C:29]([NH2:31])=[O:30])[CH:19]=[C:20]([C:23]4[CH:28]=[CH:27][CH:26]=[CH:25][CH:24]=4)[CH:21]=3)[NH:16][CH:15]=2)[CH2:10][CH2:9]1)(=[O:7])=[O:6].[OH-:32].[Na+].[I-].[Na+], predict the reaction product. The product is: [OH:32][CH2:2][CH2:3][CH2:4][S:5]([N:8]1[CH2:13][CH2:12][CH:11]([C:14]2[C:22]3[C:17](=[C:18]([C:29]([NH2:31])=[O:30])[CH:19]=[C:20]([C:23]4[CH:28]=[CH:27][CH:26]=[CH:25][CH:24]=4)[CH:21]=3)[NH:16][CH:15]=2)[CH2:10][CH2:9]1)(=[O:7])=[O:6]. (5) Given the reactants N1C=C(C(OCC)=[O:7])C=N1.BrCC1C=CC=C(C(F)(F)F)C=1.C(=O)([O-])[O-].[K+:27].[K+].[F:29][C:30]([F:49])([F:48])[C:31]1[CH:32]=[C:33]([CH2:37][N:38]2[CH:42]=[C:41]([C:43]([O:45]CC)=[O:44])[CH:40]=[N:39]2)[CH:34]=[CH:35][CH:36]=1, predict the reaction product. The product is: [OH-:7].[K+:27].[F:49][C:30]([F:29])([F:48])[C:31]1[CH:32]=[C:33]([CH2:37][N:38]2[CH:42]=[C:41]([C:43]([OH:45])=[O:44])[CH:40]=[N:39]2)[CH:34]=[CH:35][CH:36]=1. (6) Given the reactants [C:1]([O:5][C:6]([NH:8][C:9]1[S:10][C:11]([CH2:14][CH2:15][C@H:16]2[C:19](=[O:20])[NH:18][C@@H:17]2[C:21]([O:23][CH2:24][C:25]2[CH:30]=[CH:29][CH:28]=[CH:27][CH:26]=2)=[O:22])=[CH:12][N:13]=1)=[O:7])([CH3:4])([CH3:3])[CH3:2].[N:31]([C@@H:34]([C:36]1[CH:41]=[CH:40][CH:39]=[CH:38][CH:37]=1)[CH3:35])=[C:32]=[O:33], predict the reaction product. The product is: [C:1]([O:5][C:6]([NH:8][C:9]1[S:10][C:11]([CH2:14][CH2:15][C@H:16]2[C:19](=[O:20])[N:18]([C:32](=[O:33])[NH:31][C@@H:34]([C:36]3[CH:41]=[CH:40][CH:39]=[CH:38][CH:37]=3)[CH3:35])[C@@H:17]2[C:21]([O:23][CH2:24][C:25]2[CH:26]=[CH:27][CH:28]=[CH:29][CH:30]=2)=[O:22])=[CH:12][N:13]=1)=[O:7])([CH3:4])([CH3:2])[CH3:3].